Regression. Given two drug SMILES strings and cell line genomic features, predict the synergy score measuring deviation from expected non-interaction effect. From a dataset of NCI-60 drug combinations with 297,098 pairs across 59 cell lines. (1) Drug 1: C1CCN(CC1)CCOC2=CC=C(C=C2)C(=O)C3=C(SC4=C3C=CC(=C4)O)C5=CC=C(C=C5)O. Drug 2: CC1=C(C(=O)C2=C(C1=O)N3CC4C(C3(C2COC(=O)N)OC)N4)N. Cell line: T-47D. Synergy scores: CSS=19.4, Synergy_ZIP=-6.14, Synergy_Bliss=-1.77, Synergy_Loewe=-0.414, Synergy_HSA=-0.263. (2) Drug 1: C1C(C(OC1N2C=NC3=C(N=C(N=C32)Cl)N)CO)O. Drug 2: CS(=O)(=O)OCCCCOS(=O)(=O)C. Cell line: HOP-62. Synergy scores: CSS=57.3, Synergy_ZIP=4.84, Synergy_Bliss=5.40, Synergy_Loewe=-48.7, Synergy_HSA=4.22.